Dataset: Catalyst prediction with 721,799 reactions and 888 catalyst types from USPTO. Task: Predict which catalyst facilitates the given reaction. (1) Reactant: Br[C:2]1[CH:10]=[C:9]2[C:5]([C:6]3[C:14]([C:15]4[CH:20]=[CH:19][CH:18]=[C:17]([N:21]5[C:30](=[O:31])[C:29]6[C:24](=[CH:25][CH:26]=[CH:27][CH:28]=6)[N:23]=[CH:22]5)[C:16]=4[CH3:32])=[C:13]([CH3:33])[N:12]=[C:11]([C:34]([NH2:36])=[O:35])[C:7]=3[NH:8]2)=[CH:4][CH:3]=1.C([Sn](CCCC)(CCCC)[C:42]([O:44]CC)=[CH2:43])CCC.C(N(CC)CC)C. Product: [C:42]([C:2]1[CH:10]=[C:9]2[C:5]([C:6]3[C:14]([C:15]4[CH:20]=[CH:19][CH:18]=[C:17]([N:21]5[C:30](=[O:31])[C:29]6[C:24](=[CH:25][CH:26]=[CH:27][CH:28]=6)[N:23]=[CH:22]5)[C:16]=4[CH3:32])=[C:13]([CH3:33])[N:12]=[C:11]([C:34]([NH2:36])=[O:35])[C:7]=3[NH:8]2)=[CH:4][CH:3]=1)(=[O:44])[CH3:43]. The catalyst class is: 184. (2) Reactant: [CH2:1]1C2C(=CC=CC=2)[C:3]([C:10]2[CH:15]=[CH:14][CH:13]=[CH:12][C:11]=2[CH2:16][C:17]2[CH:22]=[CH:21][CH:20]=[CH:19][N:18]=2)=[CH:2]1.C([Li])CCC.[CH3:28][CH2:29][CH2:30][CH2:31][CH2:32][CH3:33].O1CCCC1.O1CCCC1.O1CCCC1.[Cl-:49].[Cl-].[Cl-].[Cr+3:52]. The catalyst class is: 7. Product: [Cl-:49].[Cl-:49].[N:18]1[CH:19]=[CH:20][CH:21]=[CH:22][C:17]=1[CH:16]([C:11]1[C:1]2[C:14](=[CH:15][CH:10]=[CH:3][CH:2]=2)[CH:13]([Cr+2:52])[CH:12]=1)[C:30]1[CH:29]=[CH:28][CH:33]=[CH:32][CH:31]=1. (3) Reactant: [CH2:1]([C:8]1([N:29]([CH3:31])[CH3:30])[CH2:13][CH2:12][CH:11]([C:14]2[NH:15][C:16]3[C:21]([C:22]=2[CH2:23][CH2:24][CH2:25][C:26]([OH:28])=[O:27])=[CH:20][CH:19]=[CH:18][CH:17]=3)[CH2:10][CH2:9]1)[C:2]1[CH:7]=[CH:6][CH:5]=[CH:4][CH:3]=1.[Si]([Cl:36])(C)(C)C. Product: [ClH:36].[CH2:1]([C:8]1([N:29]([CH3:31])[CH3:30])[CH2:13][CH2:12][CH:11]([C:14]2[NH:15][C:16]3[C:21]([C:22]=2[CH2:23][CH2:24][CH2:25][C:26]([OH:28])=[O:27])=[CH:20][CH:19]=[CH:18][CH:17]=3)[CH2:10][CH2:9]1)[C:2]1[CH:7]=[CH:6][CH:5]=[CH:4][CH:3]=1. The catalyst class is: 13.